This data is from NCI-60 drug combinations with 297,098 pairs across 59 cell lines. The task is: Regression. Given two drug SMILES strings and cell line genomic features, predict the synergy score measuring deviation from expected non-interaction effect. (1) Drug 1: C1=CC(=CC=C1CCC2=CNC3=C2C(=O)NC(=N3)N)C(=O)NC(CCC(=O)O)C(=O)O. Drug 2: CC1CCCC2(C(O2)CC(NC(=O)CC(C(C(=O)C(C1O)C)(C)C)O)C(=CC3=CSC(=N3)C)C)C. Cell line: SF-268. Synergy scores: CSS=19.5, Synergy_ZIP=-0.850, Synergy_Bliss=3.24, Synergy_Loewe=2.50, Synergy_HSA=2.32. (2) Drug 1: CC(CN1CC(=O)NC(=O)C1)N2CC(=O)NC(=O)C2. Drug 2: C1=CC(=CC=C1C#N)C(C2=CC=C(C=C2)C#N)N3C=NC=N3. Cell line: OVCAR3. Synergy scores: CSS=12.2, Synergy_ZIP=-3.19, Synergy_Bliss=-4.34, Synergy_Loewe=-4.12, Synergy_HSA=-5.19. (3) Drug 1: CC12CCC3C(C1CCC2=O)CC(=C)C4=CC(=O)C=CC34C. Drug 2: CCN(CC)CCNC(=O)C1=C(NC(=C1C)C=C2C3=C(C=CC(=C3)F)NC2=O)C. Cell line: SNB-19. Synergy scores: CSS=41.2, Synergy_ZIP=0.212, Synergy_Bliss=-0.371, Synergy_Loewe=-0.357, Synergy_HSA=-0.956. (4) Drug 1: CCC(=C(C1=CC=CC=C1)C2=CC=C(C=C2)OCCN(C)C)C3=CC=CC=C3.C(C(=O)O)C(CC(=O)O)(C(=O)O)O. Drug 2: CCCCC(=O)OCC(=O)C1(CC(C2=C(C1)C(=C3C(=C2O)C(=O)C4=C(C3=O)C=CC=C4OC)O)OC5CC(C(C(O5)C)O)NC(=O)C(F)(F)F)O. Cell line: RXF 393. Synergy scores: CSS=29.8, Synergy_ZIP=0.585, Synergy_Bliss=2.37, Synergy_Loewe=-20.2, Synergy_HSA=2.44. (5) Drug 1: C1=NC2=C(N1)C(=S)N=C(N2)N. Drug 2: C1CN1P(=S)(N2CC2)N3CC3. Cell line: SF-539. Synergy scores: CSS=25.3, Synergy_ZIP=-15.9, Synergy_Bliss=-12.0, Synergy_Loewe=-9.29, Synergy_HSA=-7.01. (6) Drug 2: C1=CC(=CC=C1C#N)C(C2=CC=C(C=C2)C#N)N3C=NC=N3. Synergy scores: CSS=8.70, Synergy_ZIP=-6.24, Synergy_Bliss=-9.89, Synergy_Loewe=-7.83, Synergy_HSA=-8.59. Drug 1: C1CCC(CC1)NC(=O)N(CCCl)N=O. Cell line: ACHN. (7) Drug 1: C1=NC2=C(N=C(N=C2N1C3C(C(C(O3)CO)O)O)F)N. Drug 2: CCN(CC)CCCC(C)NC1=C2C=C(C=CC2=NC3=C1C=CC(=C3)Cl)OC. Cell line: BT-549. Synergy scores: CSS=16.8, Synergy_ZIP=-5.63, Synergy_Bliss=0.521, Synergy_Loewe=-0.396, Synergy_HSA=0.140. (8) Drug 1: CC1C(C(CC(O1)OC2CC(CC3=C2C(=C4C(=C3O)C(=O)C5=C(C4=O)C(=CC=C5)OC)O)(C(=O)CO)O)N)O.Cl. Drug 2: COC1=CC(=CC(=C1O)OC)C2C3C(COC3=O)C(C4=CC5=C(C=C24)OCO5)OC6C(C(C7C(O6)COC(O7)C8=CC=CS8)O)O. Cell line: HCC-2998. Synergy scores: CSS=48.1, Synergy_ZIP=3.18, Synergy_Bliss=4.94, Synergy_Loewe=-8.01, Synergy_HSA=-0.241.